Task: Predict the reactants needed to synthesize the given product.. Dataset: Full USPTO retrosynthesis dataset with 1.9M reactions from patents (1976-2016) (1) Given the product [CH3:12][C@@H:13]1[C@@H:11]([CH3:24])[O:10][CH:3]([C:4]2[CH:9]=[CH:8][CH:7]=[CH:6][CH:5]=2)[O:29]1, predict the reactants needed to synthesize it. The reactants are: CO[CH:3]([O:10][CH3:11])[C:4]1[CH:9]=[CH:8][CH:7]=[CH:6][CH:5]=1.[C:12]1(C)C=CC(S([O-])(=O)=O)=C[CH:13]=1.[NH+]1C=CC=C[CH:24]=1.[OH-:29].[Na+]. (2) The reactants are: [Na].Br[C:3]1[CH:8]=[CH:7][N:6]=[C:5]([O:9][C@H:10]2[CH2:15][N:14]([C:16]([C:18]3[CH:22]=[CH:21][S:20][C:19]=3[C:23]3[N:28]=[CH:27][CH:26]=[CH:25][N:24]=3)=[O:17])[C@H:13]([CH3:29])[CH2:12][CH2:11]2)[CH:4]=1.[CH2:30]([OH:32])[CH3:31]. Given the product [CH2:30]([O:32][C:3]1[CH:8]=[CH:7][N:6]=[C:5]([O:9][C@H:10]2[CH2:15][N:14]([C:16]([C:18]3[CH:22]=[CH:21][S:20][C:19]=3[C:23]3[N:28]=[CH:27][CH:26]=[CH:25][N:24]=3)=[O:17])[C@H:13]([CH3:29])[CH2:12][CH2:11]2)[CH:4]=1)[CH3:31], predict the reactants needed to synthesize it. (3) Given the product [Br:16][C:17]1[CH:22]=[CH:21][C:20]([O:1][CH2:2][CH:3]2[CH2:8][CH2:7][N:6]([C:9]([O:11][C:12]([CH3:15])([CH3:14])[CH3:13])=[O:10])[CH2:5][CH2:4]2)=[CH:19][CH:18]=1, predict the reactants needed to synthesize it. The reactants are: [OH:1][CH2:2][CH:3]1[CH2:8][CH2:7][N:6]([C:9]([O:11][C:12]([CH3:15])([CH3:14])[CH3:13])=[O:10])[CH2:5][CH2:4]1.[Br:16][C:17]1[CH:22]=[CH:21][C:20](F)=[CH:19][CH:18]=1. (4) The reactants are: [Cl:1][C:2]1[C:10]([CH3:11])=[N:9][C:8]2[N:4]([N:5]=[C:6]3[CH2:14][N:13]([C:15]([C:17]4[CH:22]=[CH:21][CH:20]=[CH:19][C:18]=4[O:23][CH:24]4[CH2:29][CH2:28][NH:27][CH2:26][CH2:25]4)=[O:16])[CH2:12][C:7]3=2)[C:3]=1[CH3:30].[CH3:31][S:32](Cl)(=[O:34])=[O:33]. Given the product [Cl:1][C:2]1[C:10]([CH3:11])=[N:9][C:8]2[N:4]([N:5]=[C:6]3[CH2:14][N:13]([C:15]([C:17]4[CH:22]=[CH:21][CH:20]=[CH:19][C:18]=4[O:23][CH:24]4[CH2:29][CH2:28][N:27]([S:32]([CH3:31])(=[O:34])=[O:33])[CH2:26][CH2:25]4)=[O:16])[CH2:12][C:7]3=2)[C:3]=1[CH3:30], predict the reactants needed to synthesize it. (5) The reactants are: OC(C(F)(F)F)=O.OC(C(F)(F)F)=O.[CH:15]12[O:22][CH:19]([CH2:20][CH2:21]1)[CH2:18][N:17]([C:23]1[N:28]=[C:27]([N:29]3[CH2:34][CH2:33][NH:32][CH2:31][CH2:30]3)[N:26]=[C:25]([C:35]3[CH:40]=[CH:39][C:38]([NH:41][C:42]([NH:44][C:45]4[CH:50]=[CH:49][N:48]=[CH:47][CH:46]=4)=[O:43])=[CH:37][CH:36]=3)[N:24]=1)[CH2:16]2.[C:51](Cl)(=[O:58])[C:52]1[CH:57]=[CH:56][N:55]=[CH:54][CH:53]=1. Given the product [C:51]([N:32]1[CH2:33][CH2:34][N:29]([C:27]2[N:28]=[C:23]([N:17]3[CH2:16][CH:15]4[O:22][CH:19]([CH2:20][CH2:21]4)[CH2:18]3)[N:24]=[C:25]([C:35]3[CH:36]=[CH:37][C:38]([NH:41][C:42]([NH:44][C:45]4[CH:46]=[CH:47][N:48]=[CH:49][CH:50]=4)=[O:43])=[CH:39][CH:40]=3)[N:26]=2)[CH2:30][CH2:31]1)(=[O:58])[C:52]1[CH:57]=[CH:56][N:55]=[CH:54][CH:53]=1, predict the reactants needed to synthesize it. (6) Given the product [CH:29]([N:28]([CH2:27][C:25]1[O:24][N:23]=[C:22]([C:18]2[CH:17]=[N:16][CH:21]=[CH:20][CH:19]=2)[N:26]=1)[C:10](=[O:11])[C@@H:9]([O:8][C:7]1[CH:14]=[CH:15][C:4]([CH2:1][CH2:2][CH3:3])=[CH:5][CH:6]=1)[CH3:13])([CH3:31])[CH3:30], predict the reactants needed to synthesize it. The reactants are: [CH2:1]([C:4]1[CH:15]=[CH:14][C:7]([O:8][C@@H:9]([CH3:13])[C:10](Cl)=[O:11])=[CH:6][CH:5]=1)[CH2:2][CH3:3].[N:16]1[CH:21]=[CH:20][CH:19]=[C:18]([C:22]2[N:26]=[C:25]([CH2:27][NH:28][CH:29]([CH3:31])[CH3:30])[O:24][N:23]=2)[CH:17]=1.C(N(CC)CC)C. (7) Given the product [CH2:21]([N:23]([CH2:26][C:27]1[S:31][C:30]([C:32]2[O:18][N:17]=[C:16]([C:13]3[CH:12]=[CH:11][C:10]([S:7]([NH:6][CH2:5][C:4]([OH:3])=[O:20])(=[O:8])=[O:9])=[CH:15][CH:14]=3)[N:19]=2)=[CH:29][C:28]=1[CH3:35])[CH2:24][CH3:25])[CH3:22], predict the reactants needed to synthesize it. The reactants are: C([O:3][C:4](=[O:20])[CH2:5][NH:6][S:7]([C:10]1[CH:15]=[CH:14][C:13]([C:16](=[NH:19])[NH:17][OH:18])=[CH:12][CH:11]=1)(=[O:9])=[O:8])C.[CH2:21]([N:23]([CH2:26][C:27]1[S:31][C:30]([C:32](O)=O)=[CH:29][C:28]=1[CH3:35])[CH2:24][CH3:25])[CH3:22].Cl. (8) Given the product [C:1]([O:5][C:6](=[O:29])[NH:7][C@H:8]1[CH2:16][CH2:15][CH2:14][C@H:13]([CH2:17][CH2:18][Se:39][C:34]2[CH:35]=[CH:36][CH:37]=[CH:38][C:33]=2[N+:30]([O-:32])=[O:31])[C@@H:12]([O:20][C:21]2[CH:26]=[CH:25][CH:24]=[CH:23][CH:22]=2)[C@H:11]([CH3:27])[O:10][C:9]1=[O:28])([CH3:3])([CH3:2])[CH3:4], predict the reactants needed to synthesize it. The reactants are: [C:1]([O:5][C:6](=[O:29])[NH:7][C@H:8]1[CH2:16][CH2:15][CH2:14][C@H:13]([CH2:17][CH2:18]O)[C@@H:12]([O:20][C:21]2[CH:26]=[CH:25][CH:24]=[CH:23][CH:22]=2)[C@H:11]([CH3:27])[O:10][C:9]1=[O:28])([CH3:4])([CH3:3])[CH3:2].[N+:30]([C:33]1[CH:38]=[CH:37][CH:36]=[CH:35][C:34]=1[Se:39]C#N)([O-:32])=[O:31].C(P(CCCC)CCCC)CCC.[Na+].[Cl-].